Task: Predict the product of the given reaction.. Dataset: Forward reaction prediction with 1.9M reactions from USPTO patents (1976-2016) (1) Given the reactants [Cl:1][C:2]1[N:10]=[C:9]2[C:5]([NH:6][CH:7]=[N:8]2)=[C:4]([Cl:11])[N:3]=1.C(=O)([O-])[O-].[K+].[K+].[CH:18]1(I)[CH2:23][CH2:22][CH2:21][CH2:20][CH2:19]1, predict the reaction product. The product is: [Cl:1][C:2]1[N:10]=[C:9]2[C:5]([N:6]=[CH:7][N:8]2[CH:18]2[CH2:23][CH2:22][CH2:21][CH2:20][CH2:19]2)=[C:4]([Cl:11])[N:3]=1. (2) Given the reactants [CH3:1][C@@H:2]1[N:8]2[C:9]3[CH:10]=[C:11]([C:16]([O:18]CC)=[O:17])[CH:12]=[CH:13][C:14]=3[CH:15]=[C:7]2[C:6](=[O:21])[NH:5][CH2:4][CH2:3]1.[OH-].[Na+], predict the reaction product. The product is: [CH3:1][C@@H:2]1[N:8]2[C:9]3[CH:10]=[C:11]([C:16]([OH:18])=[O:17])[CH:12]=[CH:13][C:14]=3[CH:15]=[C:7]2[C:6](=[O:21])[NH:5][CH2:4][CH2:3]1. (3) Given the reactants [F:1][C:2]1[CH:3]=[C:4]([CH2:9][C:10]([NH:12][C@H:13]([C:15]([NH:17][C@@H:18]2[C:24](=[O:25])[NH:23][C:22]3[CH:26]=[C:27]([O:30][CH3:31])[CH:28]=[CH:29][C:21]=3[O:20][C@@H:19]2[C:32]2[CH:37]=[CH:36][CH:35]=[CH:34][CH:33]=2)=[O:16])[CH3:14])=[O:11])[CH:5]=[C:6]([F:8])[CH:7]=1.Br[CH2:39][CH:40]1[CH2:42][CH2:41]1.C(=O)([O-])[O-].[Cs+].[Cs+], predict the reaction product. The product is: [CH:40]1([CH2:39][N:23]2[C:22]3[CH:26]=[C:27]([O:30][CH3:31])[CH:28]=[CH:29][C:21]=3[O:20][C@H:19]([C:32]3[CH:37]=[CH:36][CH:35]=[CH:34][CH:33]=3)[C@H:18]([NH:17][C:15](=[O:16])[C@H:13]([CH3:14])[NH:12][C:10](=[O:11])[CH2:9][C:4]3[CH:5]=[C:6]([F:8])[CH:7]=[C:2]([F:1])[CH:3]=3)[C:24]2=[O:25])[CH2:42][CH2:41]1. (4) Given the reactants C1C2C(COC(=O)[NH:17][C:18]3[CH:23]=[C:22]([S:24]([NH:27][CH2:28][C:29]4[CH:30]=[N:31][CH:32]=[CH:33][CH:34]=4)(=[O:26])=[O:25])[C:21]([CH3:35])=[CH:20][C:19]=3[CH3:36])C3C(=CC=CC=3)C=2C=CC=1.N1CCCCC1.O.CCOC(C)=O, predict the reaction product. The product is: [NH2:17][C:18]1[C:19]([CH3:36])=[CH:20][C:21]([CH3:35])=[C:22]([S:24]([NH:27][CH2:28][C:29]2[CH:30]=[N:31][CH:32]=[CH:33][CH:34]=2)(=[O:26])=[O:25])[CH:23]=1. (5) Given the reactants [O:1]1[CH2:6][CH2:5][CH2:4][C:3](=[CH:7][CH2:8][CH2:9][OH:10])[CH2:2]1, predict the reaction product. The product is: [O:1]1[CH2:6][CH2:5][CH2:4][CH:3]([CH2:7][CH2:8][CH2:9][OH:10])[CH2:2]1. (6) Given the reactants [C:1]([O-:4])(=O)[CH3:2].[CH:5](OCC)=[O:6].[CH3:10][O-].[Na+].[NH2:13][C:14]([NH2:16])=[O:15], predict the reaction product. The product is: [CH3:5][O:6][C:2]1[C:1]([OH:4])=[N:13][C:14]([OH:15])=[N:16][CH:10]=1. (7) Given the reactants Cl.CN(C)CC[CH2:6][N:7]=[C:8]=[N:9][CH2:10][CH3:11].[CH3:13][O:14][C:15]1[CH:16]=[C:17]2[C:22](=[CH:23][C:24]=1[O:25][CH3:26])[N:21]=[CH:20][CH:19]=[C:18]2[O:27]C1C=CN=C(CC(O)=O)N=1.[NH2:38][C:39]1[CH:40]=[N:41][N:42]([CH2:44][CH3:45])[CH:43]=1.C(N(C(C)C)CC)(C)C.[OH:55][C:56]1[CH:61]=CC=C[N+]=1[O-], predict the reaction product. The product is: [CH2:44]([N:42]1[CH:43]=[C:39]([NH:38][C:56](=[O:55])[CH2:61][C:8]2[N:7]=[CH:6][C:11]([O:27][C:18]3[C:17]4[C:22](=[CH:23][C:24]([O:25][CH3:26])=[C:15]([O:14][CH3:13])[CH:16]=4)[N:21]=[CH:20][CH:19]=3)=[CH:10][N:9]=2)[CH:40]=[N:41]1)[CH3:45]. (8) Given the reactants [Cl:1][C:2]1[CH:3]=[C:4]2[C:12](=[O:13])[C:11]3[C:14]([F:19])=[C:15]([OH:18])[CH:16]=[CH:17][C:10]=3[CH:9]=[CH:8][C:5]2=[N:6][CH:7]=1.C(=O)([O-])[O-].[Cs+].[Cs+].C1C=CC(N([S:33]([C:36]([F:39])([F:38])[F:37])(=[O:35])=[O:34])[S:33]([C:36]([F:39])([F:38])[F:37])(=[O:35])=[O:34])=CC=1.C([O-])(O)=O.[Na+], predict the reaction product. The product is: [F:37][C:36]([F:39])([F:38])[S:33]([O:18][C:15]1[CH:16]=[CH:17][C:10]2[CH:9]=[CH:8][C:5]3=[N:6][CH:7]=[C:2]([Cl:1])[CH:3]=[C:4]3[C:12](=[O:13])[C:11]=2[C:14]=1[F:19])(=[O:35])=[O:34].